This data is from Forward reaction prediction with 1.9M reactions from USPTO patents (1976-2016). The task is: Predict the product of the given reaction. (1) Given the reactants N[C:2]1[CH:7]=[C:6]([Cl:8])[CH:5]=[CH:4][C:3]=1[S:9]([NH:12][C:13]1[CH:14]=[CH:15][C:16]([C:23]([F:26])([F:25])[F:24])=[C:17]2[C:22]=1[N:21]=[CH:20][CH:19]=[CH:18]2)(=[O:11])=[O:10].CC(O)=O, predict the reaction product. The product is: [Cl:8][C:6]1[CH:7]=[C:2]2[C:3]([S:9](=[O:10])(=[O:11])[NH:12][C:13]3[C:14]2=[CH:15][C:16]([C:23]([F:24])([F:26])[F:25])=[C:17]2[C:22]=3[N:21]=[CH:20][CH:19]=[CH:18]2)=[CH:4][CH:5]=1. (2) Given the reactants Cl.CN(C)CCCN=C=NCC.[C:13]([C:15]1[CH:16]=[C:17]([CH:21]([O:25][N:26]2[C:34](=[O:35])[C:33]3[C:28](=[CH:29][CH:30]=[CH:31][CH:32]=3)[C:27]2=[O:36])[C:22]([OH:24])=O)[CH:18]=[CH:19][CH:20]=1)#[N:14].[NH:37]1[CH2:42][CH2:41][O:40][CH2:39][CH2:38]1, predict the reaction product. The product is: [O:36]=[C:27]1[C:28]2[C:33](=[CH:32][CH:31]=[CH:30][CH:29]=2)[C:34](=[O:35])[N:26]1[O:25][CH:21]([C:17]1[CH:16]=[C:15]([CH:20]=[CH:19][CH:18]=1)[C:13]#[N:14])[C:22]([N:37]1[CH2:42][CH2:41][O:40][CH2:39][CH2:38]1)=[O:24]. (3) Given the reactants [OH:1][C:2]1[CH:3]=[CH:4][C:5]2[S:9][C:8]([C:10]3[CH:20]=[CH:19][C:13]([C:14]([O:16][CH2:17][CH3:18])=[O:15])=[CH:12][CH:11]=3)=[CH:7][C:6]=2[CH:21]=1.[Cl:22][C:23]1[CH:28]=[CH:27][CH:26]=[C:25]([Cl:29])[C:24]=1[C:30]1[C:34]([CH2:35]O)=[C:33]([CH:37]([CH3:39])[CH3:38])[O:32][N:31]=1.C1(P(C2C=CC=CC=2)C2C=CC=CC=2)C=CC=CC=1.N(C(OC(C)C)=O)=NC(OC(C)C)=O, predict the reaction product. The product is: [Cl:29][C:25]1[CH:26]=[CH:27][CH:28]=[C:23]([Cl:22])[C:24]=1[C:30]1[C:34]([CH2:35][O:1][C:2]2[CH:3]=[CH:4][C:5]3[S:9][C:8]([C:10]4[CH:20]=[CH:19][C:13]([C:14]([O:16][CH2:17][CH3:18])=[O:15])=[CH:12][CH:11]=4)=[CH:7][C:6]=3[CH:21]=2)=[C:33]([CH:37]([CH3:39])[CH3:38])[O:32][N:31]=1. (4) Given the reactants [C:1](N1C=CN=C1)(N1C=CN=C1)=[O:2].[NH2:13][C:14]1[S:15][C:16]2[CH:22]=[CH:21][CH:20]=[CH:19][C:17]=2[N:18]=1.[CH3:23][C:24]1[C:25]([CH2:31][N:32]([CH2:39][C:40]2[C:45]([CH:46]([CH3:48])[CH3:47])=[CH:44][CH:43]=[CH:42][N:41]=2)[CH:33]2[CH2:38][CH2:37][NH:36][CH2:35][CH2:34]2)=[N:26][CH:27]=[C:28]([CH3:30])[CH:29]=1, predict the reaction product. The product is: [S:15]1[C:16]2[CH:22]=[CH:21][CH:20]=[CH:19][C:17]=2[N:18]=[C:14]1[NH:13][C:1]([N:36]1[CH2:37][CH2:38][CH:33]([N:32]([CH2:31][C:25]2[C:24]([CH3:23])=[CH:29][C:28]([CH3:30])=[CH:27][N:26]=2)[CH2:39][C:40]2[C:45]([CH:46]([CH3:48])[CH3:47])=[CH:44][CH:43]=[CH:42][N:41]=2)[CH2:34][CH2:35]1)=[O:2]. (5) Given the reactants C(OC([N:8]1[CH2:13][CH2:12][CH:11]([CH2:14][CH2:15][O:16][C:17]2[CH:22]=[CH:21][C:20]([N:23]3[C:27]([NH:28][C:29]([NH:31][C:32]4[CH:37]=[CH:36][C:35]([O:38][C:39]5[CH:40]=[N:41][CH:42]=[CH:43][CH:44]=5)=[CH:34][CH:33]=4)=[O:30])=[CH:26][C:25]([C:45]([CH3:48])([CH3:47])[CH3:46])=[N:24]3)=[CH:19][CH:18]=2)[CH2:10][CH2:9]1)=O)(C)(C)C.FC(F)(F)C(O)=O, predict the reaction product. The product is: [C:45]([C:25]1[CH:26]=[C:27]([NH:28][C:29]([NH:31][C:32]2[CH:33]=[CH:34][C:35]([O:38][C:39]3[CH:40]=[N:41][CH:42]=[CH:43][CH:44]=3)=[CH:36][CH:37]=2)=[O:30])[N:23]([C:20]2[CH:21]=[CH:22][C:17]([O:16][CH2:15][CH2:14][CH:11]3[CH2:12][CH2:13][NH:8][CH2:9][CH2:10]3)=[CH:18][CH:19]=2)[N:24]=1)([CH3:48])([CH3:46])[CH3:47]. (6) Given the reactants [OH:1][CH2:2][CH:3]1[CH2:8][CH2:7][N:6]([C:9]([O:11][C:12]([CH3:15])([CH3:14])[CH3:13])=[O:10])[CH2:5][CH2:4]1.[H-].[Na+].Cl[C:19]1[CH:24]=[CH:23][N:22]=[CH:21][C:20]=1[N+:25]([O-:27])=[O:26], predict the reaction product. The product is: [N+:25]([C:20]1[CH:21]=[N:22][CH:23]=[CH:24][C:19]=1[O:1][CH2:2][CH:3]1[CH2:8][CH2:7][N:6]([C:9]([O:11][C:12]([CH3:15])([CH3:14])[CH3:13])=[O:10])[CH2:5][CH2:4]1)([O-:27])=[O:26]. (7) Given the reactants Br[C:2]1[CH:11]=[CH:10][C:9]2[N:8]=[CH:7][C:6]3O[N:13]=[C:14](C4C=CC(C(C)(C)C#N)=CC=4)[C:5]=3[C:4]=2[CH:3]=1.[N:26]1[CH:31]=[CH:30][CH:29]=[C:28](B(O)O)[CH:27]=1.C([O-])([O-])=O.[Na+].[Na+].C[N:42](C=O)C, predict the reaction product. The product is: [N:26]1[CH:31]=[CH:30][CH:29]=[C:28]([C:2]2[CH:11]=[CH:10][C:9]3[N:8]=[CH:7][C:6]4[NH:42][N:13]=[CH:14][C:5]=4[C:4]=3[CH:3]=2)[CH:27]=1. (8) Given the reactants [C:1]([O:5][C:6](=[O:38])[N:7]([C:16]1[S:17][C@:18]2([C:32](=[O:37])[NH:33][CH:34]3[CH2:36][CH2:35]3)[C@H:20]([C@:21]([C:24]3[CH:29]=[C:28]([NH2:30])[CH:27]=[CH:26][C:25]=3[F:31])([CH3:23])[N:22]=1)[CH2:19]2)[CH2:8][O:9][CH2:10][CH2:11][Si:12]([CH3:15])([CH3:14])[CH3:13])([CH3:4])([CH3:3])[CH3:2].[C:39](OC(=O)N(C1S[C@]2(C(=O)NC(C)(C)C)[C@H]([C@](C3C=C(Br)C=CC=3F)(C)N=1)C2)COCC[Si](C)(C)C)(C)(C)C, predict the reaction product. The product is: [C:1]([O:5][C:6](=[O:38])[N:7]([C:16]1[S:17][C@:18]2([C:32](=[O:37])[NH:33][C:34]([CH3:36])([CH3:39])[CH3:35])[C@H:20]([C@:21]([C:24]3[CH:29]=[C:28]([NH2:30])[CH:27]=[CH:26][C:25]=3[F:31])([CH3:23])[N:22]=1)[CH2:19]2)[CH2:8][O:9][CH2:10][CH2:11][Si:12]([CH3:13])([CH3:15])[CH3:14])([CH3:3])([CH3:4])[CH3:2].